This data is from NCI-60 drug combinations with 297,098 pairs across 59 cell lines. The task is: Regression. Given two drug SMILES strings and cell line genomic features, predict the synergy score measuring deviation from expected non-interaction effect. Drug 2: CS(=O)(=O)C1=CC(=C(C=C1)C(=O)NC2=CC(=C(C=C2)Cl)C3=CC=CC=N3)Cl. Synergy scores: CSS=9.06, Synergy_ZIP=-3.11, Synergy_Bliss=2.30, Synergy_Loewe=-0.605, Synergy_HSA=2.23. Drug 1: C1CCC(C1)C(CC#N)N2C=C(C=N2)C3=C4C=CNC4=NC=N3. Cell line: IGROV1.